Dataset: Reaction yield outcomes from USPTO patents with 853,638 reactions. Task: Predict the reaction yield, written as a fraction of the theoretical maximum amount of product (1.0 means a 100% yield; for example, 0.34 means a 34% yield). The reactants are [N-:1]=[N+:2]=[N-:3].[Na+].Cl.C(N(CC)CC)C.[F:13][C:14]([F:52])([F:51])[C:15]1[CH:16]=[C:17]([CH:44]=[C:45]([C:47]([F:50])([F:49])[F:48])[CH:46]=1)[CH2:18][N:19]([C:42]#[N:43])[CH:20]1[CH2:26][CH2:25][CH2:24][N:23]([C:27]([O:29][CH:30]([CH3:32])[CH3:31])=[O:28])[C:22]2[C:33]([CH3:41])=[C:34]([C:37]([F:40])([F:39])[F:38])[CH:35]=[CH:36][C:21]1=2.Cl. The catalyst is C1(C)C=CC=CC=1.ClCCl. The product is [F:50][C:47]([F:48])([F:49])[C:45]1[CH:44]=[C:17]([CH:16]=[C:15]([C:14]([F:52])([F:51])[F:13])[CH:46]=1)[CH2:18][N:19]([C:42]1[NH:43][N:3]=[N:2][N:1]=1)[CH:20]1[CH2:26][CH2:25][CH2:24][N:23]([C:27]([O:29][CH:30]([CH3:32])[CH3:31])=[O:28])[C:22]2[C:33]([CH3:41])=[C:34]([C:37]([F:38])([F:39])[F:40])[CH:35]=[CH:36][C:21]1=2. The yield is 0.890.